Dataset: NCI-60 drug combinations with 297,098 pairs across 59 cell lines. Task: Regression. Given two drug SMILES strings and cell line genomic features, predict the synergy score measuring deviation from expected non-interaction effect. (1) Drug 1: CC12CCC3C(C1CCC2=O)CC(=C)C4=CC(=O)C=CC34C. Drug 2: C1CN1P(=S)(N2CC2)N3CC3. Cell line: HL-60(TB). Synergy scores: CSS=96.2, Synergy_ZIP=0.695, Synergy_Bliss=4.38, Synergy_Loewe=4.06, Synergy_HSA=5.27. (2) Drug 1: COC1=CC(=CC(=C1O)OC)C2C3C(COC3=O)C(C4=CC5=C(C=C24)OCO5)OC6C(C(C7C(O6)COC(O7)C8=CC=CS8)O)O. Drug 2: B(C(CC(C)C)NC(=O)C(CC1=CC=CC=C1)NC(=O)C2=NC=CN=C2)(O)O. Cell line: OVCAR3. Synergy scores: CSS=22.2, Synergy_ZIP=-4.58, Synergy_Bliss=-0.318, Synergy_Loewe=-2.17, Synergy_HSA=0.250.